Dataset: Full USPTO retrosynthesis dataset with 1.9M reactions from patents (1976-2016). Task: Predict the reactants needed to synthesize the given product. Given the product [Cl:1][C:2]1[CH:3]=[C:4]([N:14]([CH2:21][CH3:22])[CH:15]2[CH2:20][CH2:19][O:18][CH2:17][CH2:16]2)[C:5]([O:12][CH3:13])=[C:6]([CH:11]=1)[C:7]([OH:9])=[O:8], predict the reactants needed to synthesize it. The reactants are: [Cl:1][C:2]1[CH:3]=[C:4]([N:14]([CH2:21][CH3:22])[CH:15]2[CH2:20][CH2:19][O:18][CH2:17][CH2:16]2)[C:5]([O:12][CH3:13])=[C:6]([CH:11]=1)[C:7]([O:9]C)=[O:8].[OH-].[Na+].Cl.